Dataset: Catalyst prediction with 721,799 reactions and 888 catalyst types from USPTO. Task: Predict which catalyst facilitates the given reaction. (1) Reactant: Cl.[O:2]=[S:3]1(=[O:9])[CH2:7][CH2:6][CH:5]([NH2:8])[CH2:4]1.[Br:10][C:11]1[S:15][C:14]([S:16](Cl)(=[O:18])=[O:17])=[CH:13][CH:12]=1.Cl. Product: [Br:10][C:11]1[S:15][C:14]([S:16]([NH:8][CH:5]2[CH2:6][CH2:7][S:3](=[O:9])(=[O:2])[CH2:4]2)(=[O:18])=[O:17])=[CH:13][CH:12]=1. The catalyst class is: 34. (2) Reactant: [F:1][C:2]([F:33])([F:32])[C:3]1[CH:4]=[C:5]([CH:29]=[CH:30][CH:31]=1)[C:6]([NH:8][C:9]1[CH:10]=[C:11]([C:15]2[N:20]3[N:21]=[CH:22][C:23]([C:24]([O:26][CH2:27][CH3:28])=[O:25])=[C:19]3[NH:18][CH2:17][CH:16]=2)[CH:12]=[CH:13][CH:14]=1)=[O:7].[H-].[Na+].[C:36](OC(=O)C)(=[O:38])[CH3:37]. Product: [C:36]([N:18]1[CH2:17][CH:16]=[C:15]([C:11]2[CH:12]=[CH:13][CH:14]=[C:9]([NH:8][C:6](=[O:7])[C:5]3[CH:29]=[CH:30][CH:31]=[C:3]([C:2]([F:32])([F:1])[F:33])[CH:4]=3)[CH:10]=2)[N:20]2[N:21]=[CH:22][C:23]([C:24]([O:26][CH2:27][CH3:28])=[O:25])=[C:19]12)(=[O:38])[CH3:37]. The catalyst class is: 3.